Dataset: Peptide-MHC class I binding affinity with 185,985 pairs from IEDB/IMGT. Task: Regression. Given a peptide amino acid sequence and an MHC pseudo amino acid sequence, predict their binding affinity value. This is MHC class I binding data. (1) The peptide sequence is ESEVDDPAM. The MHC is HLA-A03:01 with pseudo-sequence HLA-A03:01. The binding affinity (normalized) is 0.0847. (2) The peptide sequence is FSGKHVVFI. The MHC is H-2-Db with pseudo-sequence H-2-Db. The binding affinity (normalized) is 0.278. (3) The peptide sequence is RWRVYLRRK. The MHC is HLA-A30:01 with pseudo-sequence HLA-A30:01. The binding affinity (normalized) is 1.00.